From a dataset of Reaction yield outcomes from USPTO patents with 853,638 reactions. Predict the reaction yield, written as a fraction of the theoretical maximum amount of product (1.0 means a 100% yield; for example, 0.34 means a 34% yield). (1) The reactants are F[C:2]1[CH:7]=[CH:6][C:5]([N+:8]([O-:10])=[O:9])=[CH:4][CH:3]=1.[F:11][C:12]([F:22])([F:21])[C:13]1[CH:20]=[CH:19][C:16]([CH2:17][OH:18])=[CH:15][CH:14]=1. No catalyst specified. The product is [F:11][C:12]([F:21])([F:22])[C:13]1[CH:20]=[CH:19][C:16]([CH2:17][O:18][C:2]2[CH:7]=[CH:6][C:5]([N+:8]([O-:10])=[O:9])=[CH:4][CH:3]=2)=[CH:15][CH:14]=1. The yield is 0.820. (2) The reactants are N#N.Br[C:4]1[S:8][C:7]([CH2:9][C:10]#[N:11])=[CH:6][CH:5]=1.CC1(C)C(C)(C)OB([C:20]2[CH:25]=[CH:24][CH:23]=[CH:22][C:21]=2[NH2:26])O1. The catalyst is COCCOC.[Pd].C1(P(C2C=CC=CC=2)C2C=CC=CC=2)C=CC=CC=1.C1(P(C2C=CC=CC=2)C2C=CC=CC=2)C=CC=CC=1.C1(P(C2C=CC=CC=2)C2C=CC=CC=2)C=CC=CC=1.C1(P(C2C=CC=CC=2)C2C=CC=CC=2)C=CC=CC=1. The product is [NH2:26][C:21]1[CH:22]=[CH:23][CH:24]=[CH:25][C:20]=1[C:4]1[S:8][C:7]([CH2:9][C:10]#[N:11])=[CH:6][CH:5]=1. The yield is 0.780. (3) The reactants are Cl[C:2]1[N:7]=[CH:6][N:5]=[C:4]([N:8]([CH2:17][C:18]2[CH:23]=[CH:22][C:21]([S:24][C:25]([CH3:34])([CH3:33])[C:26]([O:28][C:29]([CH3:32])([CH3:31])[CH3:30])=[O:27])=[CH:20][CH:19]=2)[CH2:9][C:10]2[S:14][C:13]([CH3:15])=[N:12][C:11]=2[CH3:16])[CH:3]=1.[CH:35]1([OH:41])[CH2:40][CH2:39][CH2:38][CH2:37][CH2:36]1.CC(C)([O-])C.[K+]. No catalyst specified. The product is [CH:35]1([O:41][C:2]2[N:7]=[CH:6][N:5]=[C:4]([N:8]([CH2:17][C:18]3[CH:23]=[CH:22][C:21]([S:24][C:25]([CH3:34])([CH3:33])[C:26]([O:28][C:29]([CH3:32])([CH3:31])[CH3:30])=[O:27])=[CH:20][CH:19]=3)[CH2:9][C:10]3[S:14][C:13]([CH3:15])=[N:12][C:11]=3[CH3:16])[CH:3]=2)[CH2:40][CH2:39][CH2:38][CH2:37][CH2:36]1. The yield is 0.290. (4) The reactants are [Br:1][C:2]1[CH:7]=[C:6]([Cl:8])[CH:5]=[CH:4][N:3]=1.C([N-]C(C)C)(C)C.[Li+].CN([CH:20]=[O:21])C. The catalyst is O1CCCC1. The product is [Br:1][C:2]1[N:3]=[CH:4][CH:5]=[C:6]([Cl:8])[C:7]=1[CH:20]=[O:21]. The yield is 0.480.